Dataset: CYP2D6 inhibition data for predicting drug metabolism from PubChem BioAssay. Task: Regression/Classification. Given a drug SMILES string, predict its absorption, distribution, metabolism, or excretion properties. Task type varies by dataset: regression for continuous measurements (e.g., permeability, clearance, half-life) or binary classification for categorical outcomes (e.g., BBB penetration, CYP inhibition). Dataset: cyp2d6_veith. (1) The compound is Cc1cccc2c1OCC/C2=N\NC(=O)COc1ccccc1Cl. The result is 0 (non-inhibitor). (2) The molecule is COc1ccccc1CNc1ncncc1-c1ccoc1. The result is 1 (inhibitor). (3) The compound is Cc1ccc(-c2nc3ccccc3c(=O)n2-c2ncccc2C)cc1. The result is 0 (non-inhibitor). (4) The result is 1 (inhibitor). The molecule is Cc1ccc(NC(=O)CSCC(=O)Nc2ccc(N3CCOCC3)c(Cl)c2)cc1. (5) The compound is CCNc1ncc2nc(-c3cc(F)cc(F)c3)c(=O)n(Cc3cccs3)c2n1. The result is 0 (non-inhibitor).